This data is from Reaction yield outcomes from USPTO patents with 853,638 reactions. The task is: Predict the reaction yield, written as a fraction of the theoretical maximum amount of product (1.0 means a 100% yield; for example, 0.34 means a 34% yield). The reactants are [NH2:1][C:2]1[CH:11]=[CH:10][C:9]2[C:4](=[CH:5][CH:6]=[CH:7][CH:8]=2)[N:3]=1.[C:12]1([C:18]2[O:22][N:21]=[CH:20][C:19]=2[CH2:23][CH2:24][C:25](O)=[O:26])[CH:17]=[CH:16][CH:15]=[CH:14][CH:13]=1.O.ON1C2C=CC=CC=2N=N1.Cl.C(N=C=NCCCN(C)C)C. The catalyst is O.CN(C)C=O. The product is [N:3]1[C:4]2[C:9](=[CH:8][CH:7]=[CH:6][CH:5]=2)[CH:10]=[CH:11][C:2]=1[NH:1][C:25](=[O:26])[CH2:24][CH2:23][C:19]1[CH:20]=[N:21][O:22][C:18]=1[C:12]1[CH:13]=[CH:14][CH:15]=[CH:16][CH:17]=1. The yield is 0.840.